This data is from Experimentally validated miRNA-target interactions with 360,000+ pairs, plus equal number of negative samples. The task is: Binary Classification. Given a miRNA mature sequence and a target amino acid sequence, predict their likelihood of interaction. (1) The protein sequence of the target gene is MIMYGGGGAGKDGGSTNHLSDGGVILKKGPWTAAEDEILAAYVRENGEGNWNAVQKNTGLARCGKSCRLRWANHLRPNLKKGSFTGDEERLIIQLHAQLGNKWARMAAQLPGRTDNEIKNYWNTRLKRLLRQGLPLYPPDIIPNHQLHPHPHHQQQQQHNHHHHHHQQQQQHQQMYFQPQSSQRNTPSSSPLPSPTPANAKSSSSFTFHTTTANLLHPLSPHTPNTPSQLSSTPPPPPLSSPLCSPRNNQYPTLPLFALPRSQINNNNNGNFTFPRPPPLLQPPSSLFAKRYNNANTPLN.... The miRNA is mmu-miR-669l-5p with sequence AGUUGUGUGUGCAUGUAUAUGU. Result: 0 (no interaction). (2) The miRNA is mmu-miR-1901 with sequence CCGCUCGUACUCCCGGGGGUCC. The protein sequence of the target gene is MASLYQRFTGKINTSRSFPAPPEASHLLGGQGPEEDGGAGAKPLGPRAQAAAPRERGGGGGGAGGRPRFQYQARSDGDEEDELVGSNPPQRNWKGIAIALLVILVICSLIVTSVILLTPAEDNSLSQKKKVTVEDLFSEDFKIHDPEAKWISDTEFIYREQKGTVRLWNVETNTSTVLIEGKKIESLRAIRYEISPDREYALFSYNVEPIYQHSYTGYYVLSKIPHGDPQSLDPPEVSNAKLQYAGWGPKGQQLIFIFENNIYYCAHVGKQAIRVVSTGKEGVIYNGLSDWLYEEEILKT.... Result: 0 (no interaction). (3) The miRNA is hsa-miR-4713-5p with sequence UUCUCCCACUACCAGGCUCCCA. The protein sequence of the target gene is MVLCVQGPRPLLAVERTGQRPLWAPSLELPKPVMQPLPAGAFLEEVAEGTPAQTESEPKVLDPEEDLLCIAKTFSYLRESGWYWGSITASEARQHLQKMPEGTFLVRDSTHPSYLFTLSVKTTRGPTNVRIEYADSSFRLDSNCLSRPRILAFPDVVSLVQHYVASCTADTRSDSPDPAPTPALPMPKEDAPSDPALPAPPPATAVHLKLVQPFVRRSSARSLQHLCRLVINRLVADVDCLPLPRRMADYLRQYPFQL. Result: 0 (no interaction). (4) The miRNA is hsa-miR-181a-5p with sequence AACAUUCAACGCUGUCGGUGAGU. The protein sequence of the target gene is MESIYLQKHLGACLTQGLAEVARVRPVDPIEYLALWIYKYKENVTMEQLRQKEMAKLERERELALMEQEMMERLKAEELLLQQQQLALQLELEMQEKERQRIQELQRAQEQLGKEMRMNMENLVRNEDILHSEEATLDSGKTLAEISDRYGAPNLSRVEELDEPMFSDIALNIDQDL. Result: 0 (no interaction). (5) The miRNA is rno-let-7b-5p with sequence UGAGGUAGUAGGUUGUGUGGUU. Result: 0 (no interaction). The protein sequence of the target gene is MTTLDDKLLGEKLQYYYSTSEDEDSDHEDKDRGRGAPAISSTPAEAELAGEGISINTGPKGVINDWRRFKQLETEQREEQCREMERLIKKLSMSCRSHLDEEEEQQKQKDLQEKISGKMTLKEFGTKDKNLDDEEFLQQYRKQRMEEMRQQFHKGPQFKQVFEIPSGEGFLDMIDKEQKSTLIMVHIYEDGVPGTEAMNGCMICLATEYPAVKFCRVRSSVIGASSRFTRNALPALLIYKAGELIGNFVRVTDQLGEDFFAVDLEAFLQEFGLLPEKEVLVLTSVRNSATCHSEDSDLEI.... (6) The miRNA is rno-miR-135a-5p with sequence UAUGGCUUUUUAUUCCUAUGUGA. The protein sequence of the target gene is MNAETCVSYCESPAAAMDAYYSPVSQSREGSSPFRGFPGGDKFGTTFLSAGAKGQGFGDAKSRARYGAGQQDLAAPLESSSGARGSFNKFQPQPPTPQPPPAPPAPPAHLYLQRGACKTPPDGSLKLQEGSGGHNAALQVPCYAKESNLGEPELPPDSEPVGMDNSYLSVKETGAKGPQDRASAEIPSPLEKTDSESNKGKKRRNRTTFTSYQLEELEKVFQKTHYPDVYAREQLAMRTDLTEARVQVWFQNRRAKWRKRERFGQMQQVRTHFSTAYELPLLTRAENYAQIQNPSWIGNN.... Result: 0 (no interaction). (7) The miRNA is hsa-miR-4745-5p with sequence UGAGUGGGGCUCCCGGGACGGCG. The protein sequence of the target gene is MQKAGAGGRRASDCGLAPHRPRCITKFAQYVGSFPVDDLDTQESVWLVQQQLWALKDCPRRRAVILKFSLQGLKIYSGEGEVLLMAHALRRILYSTWCPADCQFAFMARNPRSPASKLFCHLFVGSQPGEVQILHLLLCRSFQLAYLLQHPEERAQPEPCPGPTGEVPLKPLSSSGGLVREPFGRDQLSQNVHALVSFRRLPAEGLVGSGKELPESEGRARHARLGNPYCSPTLVRKKAIRSKVIRSGAYRGCTYETQLQLSAREAFPAAWEAWPRGPGGHSCLVESEGSLTENIWAFAG.... Result: 0 (no interaction). (8) The miRNA is mmu-miR-505-5p with sequence GGGAGCCAGGAAGUAUUGAUGUU. The protein sequence of the target gene is MDLIGLLKSQFLCHLVFCYVFIASGLIVNAIQLCTLVIWPINKQLFRKINARLCYCVSSQLVMLLEWWSGTECTIYTDPKACPHYGKENAIVVLNHKFEIDFLCGWSLAERLGILGNSKVLAKKELAYVPIIGWMWYFVEMIFCTRKWEQDRQTVAKSLLHLRDYPEKYLFLIHCEGTRFTEKKHQISMQVAQAKGLPSLKHHLLPRTKGFAITVKCLRDVVPAVYDCTLNFRNNENPTLLGVLNGKKYHADCYVRRIPMEDIPEDEDKCSAWLHKLYQEKDAFQEEYYRTGVFPETPWV.... Result: 0 (no interaction). (9) The miRNA is hsa-miR-6741-3p with sequence UCGGCUCUCUCCCUCACCCUAG. The protein sequence of the target gene is MELSCPGSRCPVQEQRARWERKRACTARELLETERRYQEQLGLVATYFLGILKAKGTLRPPERQALFGSWELIYGASQELLPYLEGGCWGQGLEGFCRHLELYNQFAANSERSQTTLQEQLKKNKGFRRFVRLQEGRPEFGGLQLQDLLPLPLQRLQQYENLVVALAENTGPNSPDHQQLTRAARLISETAQRVHTIGQKQKNDQHLRRVQALLSGRQAKGLTSGRWFLRQGWLLVVPPHGEPRPRMFFLFTDVLLMAKPRPPLHLLRSGTFACKALYPMAQCHLSRVFGHSGGPCGGLL.... Result: 1 (interaction).